This data is from Reaction yield outcomes from USPTO patents with 853,638 reactions. The task is: Predict the reaction yield, written as a fraction of the theoretical maximum amount of product (1.0 means a 100% yield; for example, 0.34 means a 34% yield). (1) The reactants are O[CH:2]([C:4]1[CH:5]=[C:6]([C:22]([NH:24][CH2:25][C:26]2[CH:31]=[CH:30][C:29]([S:32]([CH3:35])(=[O:34])=[O:33])=[CH:28][CH:27]=2)=[O:23])[C:7](=[O:21])[N:8]([C:11]2[CH:16]=[CH:15][CH:14]=[C:13]([C:17]([F:20])([F:19])[F:18])[CH:12]=2)[C:9]=1[CH3:10])[CH3:3].S(Cl)(Cl)=O.[NH:40]1[CH2:45][CH2:44][O:43][CH2:42][CH2:41]1. The catalyst is C(Cl)Cl.O. The product is [CH3:10][C:9]1[N:8]([C:11]2[CH:16]=[CH:15][CH:14]=[C:13]([C:17]([F:20])([F:18])[F:19])[CH:12]=2)[C:7](=[O:21])[C:6]([C:22]([NH:24][CH2:25][C:26]2[CH:27]=[CH:28][C:29]([S:32]([CH3:35])(=[O:34])=[O:33])=[CH:30][CH:31]=2)=[O:23])=[CH:5][C:4]=1[CH:2]([N:40]1[CH2:45][CH2:44][O:43][CH2:42][CH2:41]1)[CH3:3]. The yield is 0.250. (2) The reactants are [C:1]([O:18][CH2:19][C@@H:20]([CH2:22][OH:23])[OH:21])(=[O:17])[CH2:2][CH2:3][CH2:4][CH2:5][CH2:6][CH2:7][CH2:8][CH2:9][CH2:10][CH2:11][CH2:12][CH2:13][CH2:14][CH2:15][CH3:16].[CH3:24][CH2:25][OH:26]. No catalyst specified. The product is [C:1]([O:18][CH2:19][C@@H:20]([CH2:22][O:23][C:25](=[O:26])[CH3:24])[OH:21])(=[O:17])[CH2:2][CH2:3][CH2:4][CH2:5][CH2:6][CH2:7][CH2:8][CH2:9][CH2:10][CH2:11][CH2:12][CH2:13][CH2:14][CH2:15][CH3:16]. The yield is 0.600. (3) The reactants are CS[C:3]1[C:8]2=[C:9]([CH2:12][N:13]3[CH2:18][CH2:17][CH:16]([OH:19])[CH2:15][CH2:14]3)[CH:10]=[CH:11][N:7]2[N:6]=[CH:5][N:4]=1.C(O)(C(F)(F)F)=O.C1C=C(Cl)C=C(C(OO)=O)C=1.[NH2:38][C:39]1[CH:44]=[CH:43][C:42]([OH:45])=[C:41]([F:46])[CH:40]=1.C[Si]([N-][Si](C)(C)C)(C)C.[Na+]. The catalyst is ClCCl.C1COCC1. The product is [NH2:38][C:39]1[CH:44]=[CH:43][C:42]([O:45][C:3]2[C:8]3=[C:9]([CH2:12][N:13]4[CH2:18][CH2:17][CH:16]([OH:19])[CH2:15][CH2:14]4)[CH:10]=[CH:11][N:7]3[N:6]=[CH:5][N:4]=2)=[C:41]([F:46])[CH:40]=1. The yield is 0.150. (4) The reactants are C(OC([NH:8][C@@H:9]([CH:52]([CH3:54])[CH3:53])[C:10]([O:12][CH2:13][CH2:14][N:15]1[CH2:20][CH2:19][N:18]([CH2:21][C:22]2[CH:23]=[N:24][C:25]([C:28]3[S:36][C:35]4[C:30](=[N:31][CH:32]=[CH:33][C:34]=4[O:37][C:38]4[CH:43]=[CH:42][C:41]([NH:44][C:45]([NH:47][CH:48]5[CH2:50][CH2:49]5)=[O:46])=[CH:40][C:39]=4[F:51])[CH:29]=3)=[CH:26][CH:27]=2)[CH2:17][CH2:16]1)=[O:11])=O)(C)(C)C.C(O)(C(F)(F)F)=O. The catalyst is C(Cl)Cl. The product is [NH2:8][C@@H:9]([CH:52]([CH3:54])[CH3:53])[C:10]([O:12][CH2:13][CH2:14][N:15]1[CH2:20][CH2:19][N:18]([CH2:21][C:22]2[CH:23]=[N:24][C:25]([C:28]3[S:36][C:35]4[C:30](=[N:31][CH:32]=[CH:33][C:34]=4[O:37][C:38]4[CH:43]=[CH:42][C:41]([NH:44][C:45]([NH:47][CH:48]5[CH2:49][CH2:50]5)=[O:46])=[CH:40][C:39]=4[F:51])[CH:29]=3)=[CH:26][CH:27]=2)[CH2:17][CH2:16]1)=[O:11]. The yield is 0.360. (5) The reactants are [CH:1]([C:3]1[CH:8]=[CH:7][C:6]([NH:9][C:10]2[N:15]=[C:14]([C:16]3[CH:17]=[CH:18][C:19]([O:24][CH:25]4[CH2:30][CH2:29][O:28][CH2:27][CH2:26]4)=[C:20]([CH:23]=3)[C:21]#[N:22])[CH:13]=[CH:12][N:11]=2)=[CH:5][CH:4]=1)=O.OCC1C=CC(NC2N=C(C3C=C[C:57]([O:58][CH:59]4[CH2:60][CH2:59][O:58][CH2:57][CH2:60]4)=C(C=3)C#N)C=CN=2)=CC=1.CC#[N:63]. The catalyst is O=[Mn]=O. The product is [CH3:57][O:58][CH2:59][CH2:60][NH:63][CH2:1][C:3]1[CH:8]=[CH:7][C:6]([NH:9][C:10]2[N:15]=[C:14]([C:16]3[CH:17]=[CH:18][C:19]([O:24][CH:25]4[CH2:26][CH2:27][O:28][CH2:29][CH2:30]4)=[C:20]([CH:23]=3)[C:21]#[N:22])[CH:13]=[CH:12][N:11]=2)=[CH:5][CH:4]=1. The yield is 0.800. (6) The product is [CH2:1]([O:3][C:4]1[N:9]([CH2:13][C:14]2[CH:15]=[CH:16][C:17]([C:20]3[C:21]([C:26]#[N:27])=[CH:22][CH:23]=[CH:24][CH:25]=3)=[CH:18][CH:19]=2)[C:8](=[O:10])[CH:7]=[C:6]([CH3:11])[N:5]=1)[CH3:2]. The catalyst is C(#N)C. The reactants are [CH2:1]([O:3][C:4]1[NH:9][C:8](=[O:10])[CH:7]=[C:6]([CH3:11])[N:5]=1)[CH3:2].Br[CH2:13][C:14]1[CH:19]=[CH:18][C:17]([C:20]2[C:21]([C:26]#[N:27])=[CH:22][CH:23]=[CH:24][CH:25]=2)=[CH:16][CH:15]=1.C(=O)([O-])[O-].[K+].[K+]. The yield is 0.560. (7) The reactants are [C:1]([C:5]1[CH:13]=[C:12]2[C:8]([CH2:9][CH:10]([CH3:15])[C:11]2=O)=[C:7]([C:16]2[CH:21]=[CH:20][CH:19]=[CH:18][CH:17]=2)[C:6]=1[O:22][CH2:23][CH:24]([CH3:26])[CH3:25])([CH3:4])([CH3:3])[CH3:2].[BH4-].[Na+].CO.CC1C=CC(S(O)(=O)=O)=CC=1. The catalyst is C1COCC1.C1(C)C=CC=CC=1. The product is [C:1]([C:5]1[CH:13]=[C:12]2[C:8](=[C:7]([C:16]3[CH:17]=[CH:18][CH:19]=[CH:20][CH:21]=3)[C:6]=1[O:22][CH2:23][CH:24]([CH3:26])[CH3:25])[CH2:9][C:10]([CH3:15])=[CH:11]2)([CH3:2])([CH3:3])[CH3:4]. The yield is 0.990. (8) The reactants are [CH2:1]([NH:3][C:4]1[C:5]([CH3:26])=[C:6]([C:23]([OH:25])=O)[CH:7]=[C:8]([C:10]2[CH:15]=[CH:14][C:13]([CH2:16][N:17]3[CH2:22][CH2:21][O:20][CH2:19][CH2:18]3)=[CH:12][CH:11]=2)[CH:9]=1)[CH3:2].[NH2:27][CH2:28][C:29]1[C:30](=[O:37])[NH:31][C:32]([CH3:36])=[CH:33][C:34]=1[CH3:35].C1CN([P+](ON2N=NC3C=CC=CC2=3)(N2CCCC2)N2CCCC2)CC1.F[P-](F)(F)(F)(F)F. The catalyst is CS(C)=O. The product is [CH3:35][C:34]1[CH:33]=[C:32]([CH3:36])[NH:31][C:30](=[O:37])[C:29]=1[CH2:28][NH:27][C:23]([C:6]1[CH:7]=[C:8]([C:10]2[CH:15]=[CH:14][C:13]([CH2:16][N:17]3[CH2:22][CH2:21][O:20][CH2:19][CH2:18]3)=[CH:12][CH:11]=2)[CH:9]=[C:4]([NH:3][CH2:1][CH3:2])[C:5]=1[CH3:26])=[O:25]. The yield is 0.240. (9) The reactants are [Si:1]([O:8][CH2:9][CH2:10][C:11](=[CH2:22])[CH2:12][O:13]C(=O)C1C=CC=CC=1)([C:4]([CH3:7])([CH3:6])[CH3:5])([CH3:3])[CH3:2].[Si](OCC(=C)CCOC(=O)C1C=CC=CC=1)(C(C)(C)C)(C)C.[OH-].[Na+]. The catalyst is CO.C(OCC)(=O)C.C([O-])(O)=O.[Na+]. The product is [Si:1]([O:8][CH2:9][CH2:10][C:11](=[CH2:22])[CH2:12][OH:13])([C:4]([CH3:7])([CH3:6])[CH3:5])([CH3:2])[CH3:3]. The yield is 0.580.